From a dataset of Forward reaction prediction with 1.9M reactions from USPTO patents (1976-2016). Predict the product of the given reaction. (1) Given the reactants [Si]([O:8][CH2:9][C:10]([CH3:55])([CH3:54])[CH2:11][N:12]1[C:18]2[CH:19]=[CH:20][C:21]([Cl:23])=[CH:22][C:17]=2[C@@H:16]([C:24]2[CH:29]=[CH:28][CH:27]=[C:26]([O:30][CH3:31])[C:25]=2[O:32][CH3:33])[O:15][C@H:14]([CH2:34][C:35]2[S:36][C:37](/[C:40](=[CH:46]\[C:47]3[CH:52]=[CH:51][CH:50]=[CH:49][CH:48]=3)/[C:41]([O:43]CC)=[O:42])=[CH:38][N:39]=2)[C:13]1=[O:53])(C(C)(C)C)(C)C.O, predict the reaction product. The product is: [Cl:23][C:21]1[CH:20]=[CH:19][C:18]2[N:12]([CH2:11][C:10]([CH3:54])([CH3:55])[CH2:9][OH:8])[C:13](=[O:53])[C@@H:14]([CH2:34][C:35]3[S:36][C:37](/[C:40](=[CH:46]\[C:47]4[CH:48]=[CH:49][CH:50]=[CH:51][CH:52]=4)/[C:41]([OH:43])=[O:42])=[CH:38][N:39]=3)[O:15][C@H:16]([C:24]3[CH:29]=[CH:28][CH:27]=[C:26]([O:30][CH3:31])[C:25]=3[O:32][CH3:33])[C:17]=2[CH:22]=1. (2) Given the reactants Cl[C:2]1[C:11]([CH:12]=[O:13])=[CH:10][C:9]2[C:4](=[CH:5][C:6]([C:14]([F:17])([F:16])[F:15])=[CH:7][CH:8]=2)[N:3]=1.C(N(CC)CC)C.O.CCOC(C)=O, predict the reaction product. The product is: [F:16][C:14]([F:15])([F:17])[C:6]1[CH:5]=[C:4]2[C:9]([CH:10]=[C:11]([CH:12]=[O:13])[CH:2]=[N:3]2)=[CH:8][CH:7]=1. (3) Given the reactants [ClH:1].Cl.[Cl:3][C:4]1[CH:5]=[C:6]2[C:12]3([CH2:17][CH2:16][NH:15][CH2:14][CH2:13]3)[CH2:11][N:10]([C:18]3[C:19]4[C@H:26]([CH3:27])[CH2:25][C@@H:24]([OH:28])[C:20]=4[N:21]=[CH:22][N:23]=3)[C:7]2=[CH:8][CH:9]=1.[CH3:29]CN(C(C)C)C(C)C.C=O.[BH-](OC(C)=O)(OC(C)=O)OC(C)=O.[Na+].Cl, predict the reaction product. The product is: [ClH:3].[ClH:1].[Cl:3][C:4]1[CH:5]=[C:6]2[C:12]3([CH2:17][CH2:16][N:15]([CH3:29])[CH2:14][CH2:13]3)[CH2:11][N:10]([C:18]3[C:19]4[C@H:26]([CH3:27])[CH2:25][C@@H:24]([OH:28])[C:20]=4[N:21]=[CH:22][N:23]=3)[C:7]2=[CH:8][CH:9]=1. (4) Given the reactants FC(F)(F)[C:3](O)=[O:4].FC(F)(F)C(O)=O.[NH2:15][CH2:16][CH2:17][CH2:18][CH2:19][C:20]1[CH:38]=[CH:37][C:23]([C:24]([NH:26][CH2:27][CH2:28][N:29]2[CH2:34][CH2:33][S:32](=[O:36])(=[O:35])[CH2:31][CH2:30]2)=[O:25])=[C:22]([NH:39][CH2:40][CH3:41])[N:21]=1.C(N(CC)CC)C.CN(C=O)C.[C:54]([O:58][C:59](=[O:69])[NH:60][C:61]1[CH:66]=[CH:65][C:64]([CH2:67][NH2:68])=[CH:63][N:62]=1)([CH3:57])([CH3:56])[CH3:55], predict the reaction product. The product is: [O:35]=[S:32]1(=[O:36])[CH2:33][CH2:34][N:29]([CH2:28][CH2:27][NH:26][C:24]([C:23]2[CH:37]=[CH:38][C:20]([CH2:19][CH2:18][CH2:17][CH2:16][NH:15][C:3]([NH:68][CH2:67][C:64]3[CH:65]=[CH:66][C:61]([NH:60][C:59](=[O:69])[O:58][C:54]([CH3:57])([CH3:55])[CH3:56])=[N:62][CH:63]=3)=[O:4])=[N:21][C:22]=2[NH:39][CH2:40][CH3:41])=[O:25])[CH2:30][CH2:31]1. (5) Given the reactants [CH2:1]([CH:4]1[CH2:9][CH2:8][N:7]([C:10]([O:12][C:13]2[CH:18]=[CH:17][CH:16]=[CH:15][C:14]=2[Cl:19])=[O:11])[CH2:6][CH2:5]1)[C:2]#[CH:3].I[C:21]1[N:22]=[C:23]([NH2:39])[C:24]2[N:25]=[CH:26][N:27]([C:37]=2[N:38]=1)[C@@H:28]1[O:36][C@H:33]([CH2:34][OH:35])[C@@H:31]([OH:32])[C@H:29]1[OH:30], predict the reaction product. The product is: [Cl:19][C:14]1[CH:15]=[CH:16][CH:17]=[CH:18][C:13]=1[O:12][C:10]([N:7]1[CH2:8][CH2:9][CH:4]([CH2:1][C:2]#[C:3][C:21]2[N:22]=[C:23]([NH2:39])[C:24]3[N:25]=[CH:26][N:27]([C:37]=3[N:38]=2)[C@@H:28]2[O:36][C@H:33]([CH2:34][OH:35])[C@@H:31]([OH:32])[C@H:29]2[OH:30])[CH2:5][CH2:6]1)=[O:11]. (6) Given the reactants [CH3:1][C:2]1[CH:11]=[CH:10][C:5]([C:6]([O:8]C)=[O:7])=[CH:4][C:3]=1[C:12]([F:15])([F:14])[F:13].C1C(=O)N([Br:23])C(=O)C1.C(OOC(=O)C1C=CC=CC=1)(=O)C1C=CC=CC=1.O, predict the reaction product. The product is: [Br:23][CH2:1][C:2]1[CH:11]=[CH:10][C:5]([C:6]([OH:8])=[O:7])=[CH:4][C:3]=1[C:12]([F:15])([F:14])[F:13].